This data is from Peptide-MHC class II binding affinity with 134,281 pairs from IEDB. The task is: Regression. Given a peptide amino acid sequence and an MHC pseudo amino acid sequence, predict their binding affinity value. This is MHC class II binding data. (1) The peptide sequence is ASLFLHLVGIPTHRH. The MHC is DRB1_0901 with pseudo-sequence DRB1_0901. The binding affinity (normalized) is 0.169. (2) The peptide sequence is VLDILTANKLIRQKL. The MHC is DRB1_0301 with pseudo-sequence DRB1_0301. The binding affinity (normalized) is 0.968. (3) The peptide sequence is TAAVELARALVRAVA. The MHC is HLA-DPA10301-DPB10402 with pseudo-sequence HLA-DPA10301-DPB10402. The binding affinity (normalized) is 0.170. (4) The peptide sequence is PAYEKLSAEQSPPPY. The MHC is DRB1_0401 with pseudo-sequence DRB1_0401. The binding affinity (normalized) is 0.259. (5) The peptide sequence is AFKVAATAANAAPEN. The MHC is DRB1_0901 with pseudo-sequence DRB1_0901. The binding affinity (normalized) is 0.626. (6) The peptide sequence is PDPTKLILQLLKDFL. The MHC is HLA-DQA10201-DQB10202 with pseudo-sequence HLA-DQA10201-DQB10202. The binding affinity (normalized) is 0.186.